Dataset: Full USPTO retrosynthesis dataset with 1.9M reactions from patents (1976-2016). Task: Predict the reactants needed to synthesize the given product. (1) The reactants are: C[O:2][C:3](=[O:28])/[CH:4]=[CH:5]/[C:6]1[CH:7]=[C:8]2[C:24](=[CH:25][CH:26]=1)[O:23][C:11]1([CH2:14][N:13]([C:15](=[O:22])[C:16]3[CH:21]=[CH:20][CH:19]=[CH:18][CH:17]=3)[CH2:12]1)[CH2:10][C:9]2=[O:27].[OH-].[Na+]. Given the product [C:15]([N:13]1[CH2:14][C:11]2([CH2:10][C:9](=[O:27])[C:8]3[C:24](=[CH:25][CH:26]=[C:6](/[CH:5]=[CH:4]/[C:3]([OH:28])=[O:2])[CH:7]=3)[O:23]2)[CH2:12]1)(=[O:22])[C:16]1[CH:21]=[CH:20][CH:19]=[CH:18][CH:17]=1, predict the reactants needed to synthesize it. (2) Given the product [CH3:1][O:2][CH2:3][O:4][CH2:5][CH2:6][C@H:7]([O:10][CH2:18][CH2:19][CH2:20][CH2:21][CH2:22][CH2:23][CH2:24][CH2:25]/[CH:26]=[CH:27]\[CH2:28]/[CH:29]=[CH:30]\[CH2:31][CH2:32][CH2:33][CH2:34][CH3:35])[CH2:8][O:9][CH2:18][CH2:19][CH2:20][CH2:21][CH2:22][CH2:23][CH2:24][CH2:25]/[CH:26]=[CH:27]\[CH2:28]/[CH:29]=[CH:30]\[CH2:31][CH2:32][CH2:33][CH2:34][CH3:35], predict the reactants needed to synthesize it. The reactants are: [CH3:1][O:2][CH2:3][O:4][CH2:5][CH2:6][C@H:7]([OH:10])[CH2:8][OH:9].[H-].[Na+].CS(O[CH2:18][CH2:19][CH2:20][CH2:21][CH2:22][CH2:23][CH2:24][CH2:25]/[CH:26]=[CH:27]\[CH2:28]/[CH:29]=[CH:30]\[CH2:31][CH2:32][CH2:33][CH2:34][CH3:35])(=O)=O. (3) Given the product [Si:32]([O:18][CH2:17][CH2:16][CH2:15][C:14]([N:9]1[C@@H:8]([CH2:1][C:2]2[CH:3]=[CH:4][CH:5]=[CH:6][CH:7]=2)[CH2:12][O:11][C:10]1=[O:13])=[O:26])([C:35]([CH3:38])([CH3:37])[CH3:36])([CH3:34])[CH3:33], predict the reactants needed to synthesize it. The reactants are: [CH2:1]([C@H:8]1[CH2:12][O:11][C:10](=[O:13])[N:9]1[C:14](=[O:26])[CH2:15][CH2:16][CH2:17][O:18]CC1C=CC=CC=1)[C:2]1[CH:7]=[CH:6][CH:5]=[CH:4][CH:3]=1.N1C=CN=C1.[Si:32](Cl)([C:35]([CH3:38])([CH3:37])[CH3:36])([CH3:34])[CH3:33]. (4) Given the product [O:18]1[C:22]([C:23]2[CH:24]=[CH:25][C:26]([NH:29][N:30]=[CH:1][C:3]3[CH:17]=[CH:16][C:6]([CH2:7][NH:8][C:9](=[O:15])[O:10][C:11]([CH3:14])([CH3:13])[CH3:12])=[CH:5][CH:4]=3)=[CH:27][CH:28]=2)=[CH:21][N:20]=[CH:19]1, predict the reactants needed to synthesize it. The reactants are: [CH:1]([C:3]1[CH:17]=[CH:16][C:6]([CH2:7][NH:8][C:9](=[O:15])[O:10][C:11]([CH3:14])([CH3:13])[CH3:12])=[CH:5][CH:4]=1)=O.[O:18]1[C:22]([C:23]2[CH:28]=[CH:27][C:26]([NH:29][NH2:30])=[CH:25][CH:24]=2)=[CH:21][N:20]=[CH:19]1. (5) Given the product [Cl:1][C:2]1[C:7]([C:8]2[CH:13]=[CH:12][CH:11]=[CH:10][CH:9]=2)=[N:6][N:5]=[C:4]2[N:14]([CH2:24][C:25]([N:28]3[CH2:33][CH2:32][O:31][CH2:30][CH2:29]3)=[O:27])[N:15]=[C:16]([C:17]3[CH:22]=[CH:21][C:20]([F:23])=[CH:19][CH:18]=3)[C:3]=12, predict the reactants needed to synthesize it. The reactants are: [Cl:1][C:2]1[C:7]([C:8]2[CH:13]=[CH:12][CH:11]=[CH:10][CH:9]=2)=[N:6][N:5]=[C:4]2[N:14]([CH2:24][C:25]([OH:27])=O)[N:15]=[C:16]([C:17]3[CH:22]=[CH:21][C:20]([F:23])=[CH:19][CH:18]=3)[C:3]=12.[NH:28]1[CH2:33][CH2:32][O:31][CH2:30][CH2:29]1.C(N(C(C)C)CC)(C)C.F[P-](F)(F)(F)(F)F.N1(OC(N(C)C)=[N+](C)C)C2N=CC=CC=2N=N1. (6) The reactants are: C(N(CC)CC)C.Cl.[NH2:9][CH2:10][C:11]1[CH:19]=[CH:18][CH:17]=[C:16]2[C:12]=1[C:13](=[O:29])[N:14]([CH:21]1[CH2:26][CH2:25][C:24](=[O:27])[NH:23][C:22]1=[O:28])[C:15]2=[O:20].[Cl:30][CH2:31][C:32](Cl)=[O:33]. Given the product [Cl:30][CH2:31][C:32]([NH:9][CH2:10][C:11]1[CH:19]=[CH:18][CH:17]=[C:16]2[C:12]=1[C:13](=[O:29])[N:14]([CH:21]1[CH2:26][CH2:25][C:24](=[O:27])[NH:23][C:22]1=[O:28])[C:15]2=[O:20])=[O:33], predict the reactants needed to synthesize it. (7) Given the product [CH2:1]([O:5][CH2:6][CH2:7][O:8][C:9]1[CH:10]=[CH:11][C:12]([C:15]2[CH:16]=[CH:17][C:18]3[N:24]([C:25](=[O:30])[C:26]([F:29])([F:27])[F:28])[CH2:23][CH2:22][C:21]([C:31]([NH:45][C:46]4[CH:51]=[CH:50][C:49]([CH:52]([OH:53])[C:54]5[CH:59]=[CH:58][C:57]([CH3:60])=[CH:56][N:55]=5)=[CH:48][CH:47]=4)=[O:32])=[CH:20][C:19]=3[CH:34]=2)=[CH:13][CH:14]=1)[CH2:2][CH2:3][CH3:4], predict the reactants needed to synthesize it. The reactants are: [CH2:1]([O:5][CH2:6][CH2:7][O:8][C:9]1[CH:14]=[CH:13][C:12]([C:15]2[CH:16]=[CH:17][C:18]3[N:24]([C:25](=[O:30])[C:26]([F:29])([F:28])[F:27])[CH2:23][CH2:22][C:21]([C:31](O)=[O:32])=[CH:20][C:19]=3[CH:34]=2)=[CH:11][CH:10]=1)[CH2:2][CH2:3][CH3:4].ON1C2C=CC=CC=2N=N1.[NH2:45][C:46]1[CH:51]=[CH:50][C:49]([CH:52]([C:54]2[CH:59]=[CH:58][C:57]([CH3:60])=[CH:56][N:55]=2)[OH:53])=[CH:48][CH:47]=1.Cl.C(N=C=NCCCN(C)C)C. (8) Given the product [CH3:1][C:2]1([CH3:20])[O:19][C:6]2=[N:7][CH:8]=[C:9]([CH2:11][N:12]([C:13]3[CH:18]=[CH:17][CH:16]=[CH:15][CH:14]=3)[S:31]([C:25]3[CH:26]=[CH:27][C:28]([O:29][CH3:30])=[C:23]([O:22][CH3:21])[CH:24]=3)(=[O:33])=[O:32])[CH:10]=[C:5]2[CH:4]=[CH:3]1, predict the reactants needed to synthesize it. The reactants are: [CH3:1][C:2]1([CH3:20])[O:19][C:6]2=[N:7][CH:8]=[C:9]([CH2:11][NH:12][C:13]3[CH:18]=[CH:17][CH:16]=[CH:15][CH:14]=3)[CH:10]=[C:5]2[CH:4]=[CH:3]1.[CH3:21][O:22][C:23]1[CH:24]=[C:25]([S:31](Cl)(=[O:33])=[O:32])[CH:26]=[CH:27][C:28]=1[O:29][CH3:30].C(N(CC)CC)C. (9) Given the product [CH3:7][N:3]1[CH:4]=[CH:5][N:6]=[C:2]1[S:1][CH2:25][CH2:26][S:27][C:28]1[CH:33]=[CH:32][C:31]([N+:34]([O-:36])=[O:35])=[CH:30][CH:29]=1, predict the reactants needed to synthesize it. The reactants are: [SH:1][C:2]1[N:3]([CH3:7])[CH:4]=[CH:5][N:6]=1.C(=O)([O-])[O-].[K+].[K+].CC1C=CC(S(O[CH2:25][CH2:26][S:27][C:28]2[CH:33]=[CH:32][C:31]([N+:34]([O-:36])=[O:35])=[CH:30][CH:29]=2)(=O)=O)=CC=1.O. (10) Given the product [CH3:32][S:29]([C:26]1[CH:27]=[CH:28][C:8]([N:5]2[CH2:6][CH2:7][CH:3]([C:1]#[N:2])[CH2:4]2)=[CH:24][CH:25]=1)(=[O:31])=[O:30], predict the reactants needed to synthesize it. The reactants are: [C:1]([CH:3]1[CH2:7][CH2:6][N:5]([C:8](OC(C)(C)C)=O)[CH2:4]1)#[N:2].C(O)(C(F)(F)F)=O.FC1[CH:28]=[CH:27][C:26]([S:29]([CH3:32])(=[O:31])=[O:30])=[CH:25][CH:24]=1.C([O-])([O-])=O.[K+].[K+].